This data is from Full USPTO retrosynthesis dataset with 1.9M reactions from patents (1976-2016). The task is: Predict the reactants needed to synthesize the given product. (1) Given the product [CH3:14][N:15]([CH2:17][CH:18]([C:27]1([OH:33])[CH2:32][CH2:31][CH2:30][CH2:29][CH2:28]1)[C:19]1[CH:20]=[CH:21][C:22]([OH:25])=[CH:23][CH:24]=1)[CH3:16], predict the reactants needed to synthesize it. The reactants are: C(S)CCCCCCCCCCC.[CH3:14][N:15]([CH2:17][CH:18]([C:27]1([OH:33])[CH2:32][CH2:31][CH2:30][CH2:29][CH2:28]1)[C:19]1[CH:20]=[CH:21][C:22]([O:25]C)=[CH:23][CH:24]=1)[CH3:16].C[O-].[Na+]. (2) Given the product [CH3:19][NH:20][C:7]1([CH3:6])[C:13]2([CH2:17][CH2:16][CH2:15][CH2:14]2)[CH:11]2[CH2:12][CH:8]1[CH2:9][CH2:10]2, predict the reactants needed to synthesize it. The reactants are: S(=O)(=O)(O)O.[CH2:6]=[C:7]1[C:13]2([CH2:17][CH2:16][CH2:15][CH2:14]2)[CH:11]2[CH2:12][CH:8]1[CH2:9][CH2:10]2.[S-][C:19]#[N:20].[K+].[H-].COCCO[Al+]OCCOC.[Na+].[H-].[OH-].[Na+].